This data is from Full USPTO retrosynthesis dataset with 1.9M reactions from patents (1976-2016). The task is: Predict the reactants needed to synthesize the given product. (1) Given the product [CH2:1]([O:8][C:9]1[CH:16]=[CH:15][C:12]([CH:13]([OH:14])[C:19]([F:21])([F:20])[F:18])=[CH:11][C:10]=1[F:17])[C:2]1[CH:3]=[CH:4][CH:5]=[CH:6][CH:7]=1, predict the reactants needed to synthesize it. The reactants are: [CH2:1]([O:8][C:9]1[CH:16]=[CH:15][C:12]([CH:13]=[O:14])=[CH:11][C:10]=1[F:17])[C:2]1[CH:7]=[CH:6][CH:5]=[CH:4][CH:3]=1.[F:18][C:19]([Si](C)(C)C)([F:21])[F:20]. (2) Given the product [Cl:8][C:6]1[N:7]=[C:2]([N:17]2[CH2:18][CH2:19][CH:20]([C:23]3[C:31]4[C:26](=[N:27][CH:28]=[CH:29][CH:30]=4)[NH:25][CH:24]=3)[CH2:21][CH2:22]2)[N:3]=[C:4]([O:9][CH2:10][C@H:11]2[CH2:13][C@H:12]2[C:14]#[N:15])[N:5]=1, predict the reactants needed to synthesize it. The reactants are: Cl[C:2]1[N:7]=[C:6]([Cl:8])[N:5]=[C:4]([O:9][CH2:10][C@H:11]2[CH2:13][C@H:12]2[C:14]#[N:15])[N:3]=1.Cl.[NH:17]1[CH2:22][CH2:21][CH:20]([C:23]2[C:31]3[C:26](=[N:27][CH:28]=[CH:29][CH:30]=3)[NH:25][CH:24]=2)[CH2:19][CH2:18]1.CCN(C(C)C)C(C)C.CCOC(C)=O.